The task is: Predict the product of the given reaction.. This data is from Forward reaction prediction with 1.9M reactions from USPTO patents (1976-2016). (1) Given the reactants [C:1]1([S:7][CH2:8][CH2:9][OH:10])[CH:6]=[CH:5][CH:4]=[CH:3][CH:2]=1.[N+:11]([C:14]1[CH:15]=[C:16]2[C:20](=[CH:21][CH:22]=1)[C:19](=[O:23])[NH:18][C:17]2=[O:24])([O-:13])=[O:12], predict the reaction product. The product is: [N+:11]([C:14]1[CH:15]=[C:16]2[C:20](=[CH:21][CH:22]=1)[C:19](=[O:23])[N:18]([O:10][CH2:9][CH2:8][S:7][C:1]1[CH:6]=[CH:5][CH:4]=[CH:3][CH:2]=1)[C:17]2=[O:24])([O-:13])=[O:12]. (2) The product is: [C:1]([N:4]1[CH2:9][CH2:8][CH:7]([N:30]([CH:25]2[CH2:26][CH2:27][CH2:28][CH2:29]2)[C:31]([NH:33][C:34]2[S:35][CH:36]=[CH:37][N:38]=2)=[O:32])[CH2:6][CH2:5]1)(=[O:3])[CH3:2]. Given the reactants [C:1]([N:4]1[CH2:9][CH2:8][CH2:7][CH2:6][C:5]1=O)(=[O:3])[CH3:2].C1(N)CCCC1.C([BH3-])#N.[Na+].NC(N)=O.[CH:25]1([N:30](C2CCCC2)[C:31]([NH:33][C:34]2[S:35][CH:36]=[CH:37][N:38]=2)=[O:32])[CH2:29][CH2:28][CH2:27][CH2:26]1.C(=C1N=CC=N1)=O.NC1SC=CN=1, predict the reaction product. (3) The product is: [NH2:29][C@@H:28]([CH2:30][O:46][C:40]1[CH:41]=[CH:42][CH:43]=[CH:44][C:39]=1[F:38])[CH2:27][O:26][C:22]1[CH:21]=[C:20]([C:4]2[CH:5]=[C:6]3[C:11](=[C:2]([NH2:1])[N:3]=2)[CH:10]=[N:9][C:8]2[CH:12]=[C:13]([O:18][CH3:19])[C:14]([O:16][CH3:17])=[CH:15][C:7]3=2)[CH:25]=[N:24][CH:23]=1. Given the reactants [NH2:1][C:2]1[N:3]=[C:4]([C:20]2[CH:21]=[C:22]([O:26][CH2:27][CH:28]3[CH2:30][N@@:29]3C(OC(C)(C)C)=O)[CH:23]=[N:24][CH:25]=2)[CH:5]=[C:6]2[C:11]=1[CH:10]=[N:9][C:8]1[CH:12]=[C:13]([O:18][CH3:19])[C:14]([O:16][CH3:17])=[CH:15][C:7]2=1.[F:38][C:39]1[CH:44]=[C:43](F)[CH:42]=[CH:41][C:40]=1[OH:46].C(=O)([O-])[O-].[Cs+].[Cs+], predict the reaction product. (4) Given the reactants [F:1][C:2]1[CH:7]=[N:6][C:5]([NH:8][CH2:9][CH2:10][C:11]2[CH:18]=[CH:17][CH:16]=[CH:15][C:12]=2[CH:13]=[O:14])=[C:4]2[NH:19][C:20]([CH3:23])=[C:21]([CH3:22])[C:3]=12.[ClH:24], predict the reaction product. The product is: [ClH:24].[F:1][C:2]1[CH:7]=[N:6][C:5]([NH:8][CH2:9][CH2:10][C:11]2[CH:18]=[CH:17][CH:16]=[CH:15][C:12]=2[CH:13]=[O:14])=[C:4]2[NH:19][C:20]([CH3:23])=[C:21]([CH3:22])[C:3]=12. (5) Given the reactants [C:1]([O:5][C:6]([N:8]1[CH2:13][CH2:12][N:11]([C:14]([C:16]2[C:17]3[C:39]([CH3:40])=[N:38][N:37]([CH:41]4[CH2:46][CH2:45][CH2:44][CH2:43][O:42]4)[C:18]=3[N:19]=[C:20]([C:22]3[CH:27]=[CH:26][C:25]([O:28][CH2:29][C:30]4[CH:35]=[CH:34][CH:33]=[CH:32][CH:31]=4)=[CH:24][C:23]=3[F:36])[CH:21]=2)=O)[CH:10]([C:47]2[CH:52]=[CH:51][CH:50]=[CH:49][CH:48]=2)[CH2:9]1)=[O:7])([CH3:4])([CH3:3])[CH3:2].B.CSC, predict the reaction product. The product is: [C:1]([O:5][C:6]([N:8]1[CH2:13][CH2:12][N:11]([CH2:14][C:16]2[CH:21]=[C:20]([C:22]3[CH:27]=[CH:26][C:25]([O:28][CH2:29][C:30]4[CH:35]=[CH:34][CH:33]=[CH:32][CH:31]=4)=[CH:24][C:23]=3[F:36])[N:19]=[C:18]3[N:37]([CH:41]4[CH2:46][CH2:45][CH2:44][CH2:43][O:42]4)[N:38]=[C:39]([CH3:40])[C:17]=23)[CH:10]([C:47]2[CH:48]=[CH:49][CH:50]=[CH:51][CH:52]=2)[CH2:9]1)=[O:7])([CH3:4])([CH3:2])[CH3:3].